This data is from Full USPTO retrosynthesis dataset with 1.9M reactions from patents (1976-2016). The task is: Predict the reactants needed to synthesize the given product. (1) Given the product [CH3:13][NH:14][CH2:15][CH:2]1[CH2:3][CH2:4][C:5]2[C:10](=[CH:9][CH:8]=[CH:7][CH:6]=2)[C:1]1=[O:11], predict the reactants needed to synthesize it. The reactants are: [C:1]1(=[O:11])[C:10]2[C:5](=[CH:6][CH:7]=[CH:8][CH:9]=2)[CH2:4][CH2:3][CH2:2]1.Cl.[CH3:13][NH2:14].[CH2:15]=O. (2) Given the product [NH2:1][C:2]1[N:7]=[C:6]([S:8]([NH:11][C:12]([C:14]2[C:15]([N:35]3[CH2:36][CH2:37][CH:38]([CH:39]4[CH2:44][CH2:43][O:42][CH2:41][CH2:40]4)[C:34]3([CH3:45])[CH3:33])=[N:16][C:17]([C:20]([CH3:23])([CH3:22])[CH3:21])=[CH:18][CH:19]=2)=[O:13])(=[O:10])=[O:9])[CH:5]=[CH:4][CH:3]=1, predict the reactants needed to synthesize it. The reactants are: [NH2:1][C:2]1[N:7]=[C:6]([S:8]([NH:11][C:12]([C:14]2[C:15](Cl)=[N:16][C:17]([C:20]([CH3:23])([CH3:22])[CH3:21])=[CH:18][CH:19]=2)=[O:13])(=[O:10])=[O:9])[CH:5]=[CH:4][CH:3]=1.F[Cs].C([O-])([O-])=O.[K+].[K+].[CH3:33][C:34]1([CH3:45])[CH:38]([CH:39]2[CH2:44][CH2:43][O:42][CH2:41][CH2:40]2)[CH2:37][CH2:36][NH:35]1. (3) The reactants are: [CH2:1]([Li])[CH2:2][CH2:3][CH3:4].O=C1CC[N:9]([C:12]([O:14][CH2:15][C:16]2[CH:21]=[CH:20][CH:19]=[CH:18][CH:17]=2)=[O:13])[CH2:8]1.[Cl-].[NH4+]. Given the product [CH2:4]=[C:3]1[CH2:2][CH2:1][N:9]([C:12]([O:14][CH2:15][C:16]2[CH:21]=[CH:20][CH:19]=[CH:18][CH:17]=2)=[O:13])[CH2:8]1, predict the reactants needed to synthesize it. (4) Given the product [Br:1][C:2]1[CH:3]=[C:4]2[C:8](=[CH:9][CH:10]=1)[C@:7]1([C:14](=[O:15])[NH:13][C:12](=[O:16])[NH:11]1)[CH2:6][C:5]2=[O:25], predict the reactants needed to synthesize it. The reactants are: [Br:1][C:2]1[CH:3]=[C:4]2[C:8](=[CH:9][CH:10]=1)[C@:7]1([C:14](=[O:15])[NH:13][C:12](=[O:16])[NH:11]1)[CH2:6][CH2:5]2.IC1C=CC=CC=1S([O-])(=O)=[O:25].[Na+].S(O[O-])([O-])(=O)=O.[K+].[K+]. (5) Given the product [Cl:27][C:16]1[N:15]2[C:11](=[N:12][C:13]3[CH:21]=[CH:20][CH:19]=[CH:18][C:14]=32)[C:10]([C:22]#[N:23])=[C:9]([CH3:24])[C:8]=1[C:6]1[N:7]=[C:3]([CH2:1][CH3:2])[S:4][CH:5]=1, predict the reactants needed to synthesize it. The reactants are: [CH2:1]([C:3]1[S:4][CH:5]=[C:6]([C:8]2[C:16](=O)[N:15]3[C:11]([NH:12][C:13]4[CH:21]=[CH:20][CH:19]=[CH:18][C:14]=43)=[C:10]([C:22]#[N:23])[C:9]=2[CH3:24])[N:7]=1)[CH3:2].P(Cl)(Cl)([Cl:27])=O. (6) Given the product [C:1]([O:5][C:6](=[O:15])[CH2:7][N:8]1[CH2:13][CH2:12][N:11]([S:31]([C:29]2[S:30][C:26]3[CH:25]=[C:24]([Cl:23])[CH:36]=[CH:35][C:27]=3[CH:28]=2)(=[O:33])=[O:32])[CH2:10][C:9]1=[O:14])([CH3:4])([CH3:2])[CH3:3], predict the reactants needed to synthesize it. The reactants are: [C:1]([O:5][C:6](=[O:15])[CH2:7][N:8]1[CH2:13][CH2:12][NH:11][CH2:10][C:9]1=[O:14])([CH3:4])([CH3:3])[CH3:2].C(N(CC)CC)C.[Cl:23][C:24]1[CH:36]=[CH:35][C:27]2[CH:28]=[C:29]([S:31](Cl)(=[O:33])=[O:32])[S:30][C:26]=2[CH:25]=1.C(OCC)(=O)C.CCCCCC. (7) Given the product [F:40][C:37]1[CH:36]=[CH:35][CH:34]=[C:33]2[C:38]=1[CH2:39][N:31]([C:29]([O:28][C@H:26]1[CH2:25][N:22]3[C:23](=[O:24])[C@@H:9]([NH:8][C:6]([O:5][C:1]([CH3:2])([CH3:3])[CH3:4])=[O:7])[CH2:10][CH2:11][O:12][CH2:13][CH2:14][CH:15]=[CH:16][C@@H:17]4[CH2:42][C@@:18]4([C:43](=[O:44])[NH:64][S:61]([CH:58]4[CH2:60][CH2:59]4)(=[O:63])=[O:62])[NH:19][C:20](=[O:41])[C@@H:21]3[CH2:27]1)=[O:30])[CH2:32]2, predict the reactants needed to synthesize it. The reactants are: [C:1]([O:5][C:6]([NH:8][C@@H:9]1[C:23](=[O:24])[N:22]2[CH2:25][C@H:26]([O:28][C:29]([N:31]3[CH2:39][C:38]4[C:33](=[CH:34][CH:35]=[CH:36][C:37]=4[F:40])[CH2:32]3)=[O:30])[CH2:27][C@H:21]2[C:20](=[O:41])[NH:19][C@:18]2([C:43](O)=[O:44])[CH2:42][C@H:17]2[CH:16]=[CH:15][CH2:14][CH2:13][O:12][CH2:11][CH2:10]1)=[O:7])([CH3:4])([CH3:3])[CH3:2].N1(C(N2C=CN=C2)=O)C=CN=C1.[CH:58]1([S:61]([NH2:64])(=[O:63])=[O:62])[CH2:60][CH2:59]1.C1CCN2C(=NCCC2)CC1.S([O-])(O)(=O)=O.[K+].